Dataset: Catalyst prediction with 721,799 reactions and 888 catalyst types from USPTO. Task: Predict which catalyst facilitates the given reaction. (1) Reactant: F[C:2]1[CH:7]=[CH:6][C:5]([N+:8]([O-:10])=[O:9])=[CH:4][CH:3]=1.[NH:11]1[CH2:16][CH2:15][O:14][CH2:13][CH2:12]1.C([O-])([O-])=O.[K+].[K+]. Product: [N+:8]([C:5]1[CH:6]=[CH:7][C:2]([N:11]2[CH2:16][CH2:15][O:14][CH2:13][CH2:12]2)=[CH:3][CH:4]=1)([O-:10])=[O:9]. The catalyst class is: 16. (2) Reactant: [Br:1][C:2]1[CH:3]=[C:4]([CH:8]=[C:9]([OH:11])[CH:10]=1)[C:5](O)=[O:6].[H-].[H-].[H-].[H-].[Li+].[Al+3].Cl. Product: [Br:1][C:2]1[CH:10]=[C:9]([OH:11])[CH:8]=[C:4]([CH2:5][OH:6])[CH:3]=1. The catalyst class is: 1. (3) Reactant: [CH3:1][N:2]([CH2:4][CH:5]([C:13]1([OH:19])[CH2:18][CH2:17][CH2:16][CH2:15][CH2:14]1)[C:6]1[CH:7]=[CH:8][C:9]([OH:12])=[CH:10][CH:11]=1)[CH3:3].[CH:20]([OH:22])=[O:21]. Product: [CH3:1][N:2]([CH2:4][CH:5]([C:13]1([OH:19])[CH2:18][CH2:17][CH2:16][CH2:15][CH2:14]1)[C:6]1[CH:7]=[CH:8][C:9]([OH:12])=[CH:10][CH:11]=1)[CH3:3].[CH:20]([O-:22])=[O:21]. The catalyst class is: 8.